This data is from Full USPTO retrosynthesis dataset with 1.9M reactions from patents (1976-2016). The task is: Predict the reactants needed to synthesize the given product. (1) Given the product [Cl:28][CH2:14][C:12]1[S:13][C:9]([C:6]2[CH:7]=[CH:8][C:3]([C:2]([F:18])([F:17])[F:1])=[CH:4][CH:5]=2)=[CH:10][C:11]=1[CH3:16], predict the reactants needed to synthesize it. The reactants are: [F:1][C:2]([F:18])([F:17])[C:3]1[CH:8]=[CH:7][C:6]([C:9]2[S:13][C:12]([CH2:14]O)=[C:11]([CH3:16])[CH:10]=2)=[CH:5][CH:4]=1.C(N(CC)CC)C.S(Cl)([Cl:28])=O. (2) Given the product [O:3]1[C:8]2=[CH:9][CH:10]=[CH:11][C:7]2=[CH:6][C:5]([CH:12]2[CH2:17][CH2:16][CH2:15][CH2:14][N:13]2[CH2:18][CH2:19][C@H:20]2[CH2:21][CH2:22][C@H:23]([NH:26][C:31](=[O:32])[CH2:30][CH:27]3[CH2:29][CH2:28]3)[CH2:24][CH2:25]2)=[CH:4]1, predict the reactants needed to synthesize it. The reactants are: Cl.Cl.[O:3]1[C:8]2=[CH:9][CH:10]=[CH:11][C:7]2=[CH:6][C:5]([CH:12]2[CH2:17][CH2:16][CH2:15][CH2:14][N:13]2[CH2:18][CH2:19][C@H:20]2[CH2:25][CH2:24][C@H:23]([NH2:26])[CH2:22][CH2:21]2)=[CH:4]1.[CH:27]1([CH2:30][C:31](O)=[O:32])[CH2:29][CH2:28]1. (3) Given the product [Br:1][C:2]1[CH:21]=[CH:20][C:5]([CH2:6][C:7]2[N:8]([C:23]3[CH:24]=[CH:25][C:26]([N+:30]([O-:32])=[O:31])=[C:27]([CH3:29])[CH:28]=3)[CH:9]=[C:10]([C:12]3[CH:17]=[CH:16][C:15]([Cl:18])=[CH:14][C:13]=3[Cl:19])[N:11]=2)=[CH:4][CH:3]=1, predict the reactants needed to synthesize it. The reactants are: [Br:1][C:2]1[CH:21]=[CH:20][C:5]([CH2:6][C:7]2[NH:8][CH:9]=[C:10]([C:12]3[CH:17]=[CH:16][C:15]([Cl:18])=[CH:14][C:13]=3[Cl:19])[N:11]=2)=[CH:4][CH:3]=1.F[C:23]1[CH:24]=[CH:25][C:26]([N+:30]([O-:32])=[O:31])=[C:27]([CH3:29])[CH:28]=1. (4) Given the product [C:24]([C:26]1[CH:34]=[CH:33][C:29]([C:30]([NH:1][CH2:2][C@H:3]2[N:8]([C:9]([C:11]3[N:12]=[C:13]([CH3:23])[S:14][C:15]=3[C:16]3[CH:17]=[C:18]([CH3:22])[CH:19]=[CH:20][CH:21]=3)=[O:10])[CH2:7][C@H:6]3[C@@H:4]2[CH2:5]3)=[O:31])=[CH:28][CH:27]=1)#[N:25], predict the reactants needed to synthesize it. The reactants are: [NH2:1][CH2:2][C@H:3]1[N:8]([C:9]([C:11]2[N:12]=[C:13]([CH3:23])[S:14][C:15]=2[C:16]2[CH:17]=[C:18]([CH3:22])[CH:19]=[CH:20][CH:21]=2)=[O:10])[CH2:7][C@H:6]2[C@@H:4]1[CH2:5]2.[C:24]([C:26]1[CH:34]=[CH:33][C:29]([C:30](O)=[O:31])=[CH:28][CH:27]=1)#[N:25].